From a dataset of Catalyst prediction with 721,799 reactions and 888 catalyst types from USPTO. Predict which catalyst facilitates the given reaction. (1) Reactant: C(OC([N:8]1[CH2:13][CH2:12][CH2:11][CH:10]([CH2:14][NH:15][C:16]([C:18]2[C:26]3[C:21](=[N:22][CH:23]=[C:24]([CH:27]4[CH2:29][CH2:28]4)[N:25]=3)[N:20]([CH2:30][O:31][CH2:32][CH2:33][Si:34]([CH3:37])([CH3:36])[CH3:35])[CH:19]=2)=[O:17])[CH2:9]1)=O)(C)(C)C.C([Cl:41])(=O)C. Product: [ClH:41].[NH:8]1[CH2:13][CH2:12][CH2:11][CH:10]([CH2:14][NH:15][C:16]([C:18]2[C:26]3[C:21](=[N:22][CH:23]=[C:24]([CH:27]4[CH2:28][CH2:29]4)[N:25]=3)[N:20]([CH2:30][O:31][CH2:32][CH2:33][Si:34]([CH3:37])([CH3:36])[CH3:35])[CH:19]=2)=[O:17])[CH2:9]1. The catalyst class is: 5. (2) Reactant: [NH:1]1[CH2:5][CH2:4][CH2:3][CH:2]1[C:6]1[NH:10][C:9]([C:11]2[S:15][C:14]3[CH:16]=[C:17]4[CH:21]=[C:20]([C:22]5[NH:26][C:25]([CH:27]6[CH2:31][CH2:30][CH2:29][NH:28]6)=[N:24][CH:23]=5)[S:19][C:18]4=[CH:32][C:13]=3[CH:12]=2)=[CH:8][N:7]=1.[ClH:33]. Product: [ClH:33].[ClH:33].[ClH:33].[ClH:33].[NH:1]1[CH2:5][CH2:4][CH2:3][CH:2]1[C:6]1[NH:10][C:9]([C:11]2[S:15][C:14]3[CH:16]=[C:17]4[CH:21]=[C:20]([C:22]5[NH:26][C:25]([CH:27]6[CH2:31][CH2:30][CH2:29][NH:28]6)=[N:24][CH:23]=5)[S:19][C:18]4=[CH:32][C:13]=3[CH:12]=2)=[CH:8][N:7]=1. The catalyst class is: 8. (3) The catalyst class is: 119. Product: [CH:13]1[C:9]2[CH:10]=[CH:11][C:12]3[CH:2]=[CH:3][CH:4]=[CH:5][C:6]=3[C:7](=[C:17]3[CH2:18][CH2:19][N:20]([C:23](=[O:26])[CH2:24][NH:25][C:36](=[O:37])[CH2:35][NH:34][C:32](=[O:33])[O:31][C:27]([CH3:28])([CH3:29])[CH3:30])[CH2:21][CH2:22]3)[C:8]=2[CH:16]=[CH:15][CH:14]=1. Reactant: Cl.[CH:2]1[C:12]2[CH:11]=[CH:10][C:9]3[CH:13]=[CH:14][CH:15]=[CH:16][C:8]=3[C:7](=[C:17]3[CH2:22][CH2:21][N:20]([C:23](=[O:26])[CH2:24][NH2:25])[CH2:19][CH2:18]3)[C:6]=2[CH:5]=[CH:4][CH:3]=1.[C:27]([O:31][C:32]([NH:34][CH2:35][C:36](O)=[O:37])=[O:33])([CH3:30])([CH3:29])[CH3:28].Cl.C(N=C=NCCCN(C)C)C.C(N(CC)CC)C.